From a dataset of Forward reaction prediction with 1.9M reactions from USPTO patents (1976-2016). Predict the product of the given reaction. (1) The product is: [C:6]([C:5]1[CH:8]=[CH:9][C:2]([N:16]([C:17]2[CH:18]=[CH:19][CH:20]=[CH:21][CH:22]=2)[C:10]2[CH:15]=[CH:14][CH:13]=[CH:12][CH:11]=2)=[CH:3][CH:4]=1)#[N:7]. Given the reactants Cl[C:2]1[CH:9]=[CH:8][C:5]([C:6]#[N:7])=[CH:4][CH:3]=1.[C:10]1([NH:16][C:17]2[CH:22]=[CH:21][CH:20]=[CH:19][CH:18]=2)[CH:15]=[CH:14][CH:13]=[CH:12][CH:11]=1.CC(C)([O-])C.[Na+], predict the reaction product. (2) Given the reactants [F:1][C:2]1[CH:18]=[CH:17][C:5]([C:6]([C:8]2[CH:16]=[CH:15][CH:14]=[CH:13][C:9]=2[C:10]([OH:12])=[O:11])=O)=[CH:4][CH:3]=1.S(Cl)([Cl:21])=O, predict the reaction product. The product is: [Cl:21][C:6]1([C:5]2[CH:17]=[CH:18][C:2]([F:1])=[CH:3][CH:4]=2)[C:8]2[C:9](=[CH:13][CH:14]=[CH:15][CH:16]=2)[C:10](=[O:12])[O:11]1.